Dataset: Catalyst prediction with 721,799 reactions and 888 catalyst types from USPTO. Task: Predict which catalyst facilitates the given reaction. Reactant: CS([C:4]1[N:5]=[CH:6][C:7]2[O:12][C:11]([C:13]3[C:18]([Cl:19])=[CH:17][CH:16]=[CH:15][C:14]=3[Cl:20])=[N:10][N:9]([CH3:21])[C:8]=2[N:22]=1)=O.[CH3:23][NH:24][C:25](=[O:33])[C:26]1[CH:31]=[CH:30][CH:29]=[C:28]([NH2:32])[CH:27]=1.O.C1(C)C=CC(S(O)(=O)=O)=CC=1. Product: [Cl:20][C:14]1[CH:15]=[CH:16][CH:17]=[C:18]([Cl:19])[C:13]=1[C:11]1[O:12][C:7]2[CH:6]=[N:5][C:4]([NH:32][C:28]3[CH:27]=[C:26]([CH:31]=[CH:30][CH:29]=3)[C:25]([NH:24][CH3:23])=[O:33])=[N:22][C:8]=2[N:9]([CH3:21])[N:10]=1. The catalyst class is: 32.